This data is from Forward reaction prediction with 1.9M reactions from USPTO patents (1976-2016). The task is: Predict the product of the given reaction. (1) Given the reactants [CH3:1]CCP(=O)=O.[C:7]([O:11][C:12]([N:14]1[CH2:18][CH:17]2[CH2:19][CH2:20][CH2:21][CH:16]2[C@H:15]1[C:22]([OH:24])=O)=[O:13])([CH3:10])([CH3:9])[CH3:8].C([N:28]([CH:31]([CH3:33])C)[CH2:29][CH3:30])(C)C.[CH3:34][N:35](C=O)C, predict the reaction product. The product is: [C:7]([O:11][C:12]([N:14]1[CH2:18][CH:17]2[CH2:19][CH2:20][CH2:21][CH:16]2[C@H:15]1[C:22](=[O:24])[NH:35][CH2:34][C:33]1[CH:31]=[N:28][CH:29]=[CH:30][CH:1]=1)=[O:13])([CH3:8])([CH3:9])[CH3:10]. (2) Given the reactants [N:1]1([C:8]([O:10][C:11]([CH3:14])([CH3:13])[CH3:12])=[O:9])[CH2:7][CH2:6][CH2:5][NH:4][CH2:3][CH2:2]1.C(N(CC)CC)C.[Br:22][C:23]1[CH:24]=[C:25]2[C:30](=[CH:31][CH:32]=1)[C:29](=[O:33])[NH:28][CH:27]=[C:26]2[S:34](Cl)(=[O:36])=[O:35], predict the reaction product. The product is: [Br:22][C:23]1[CH:24]=[C:25]2[C:30](=[CH:31][CH:32]=1)[C:29](=[O:33])[NH:28][CH:27]=[C:26]2[S:34]([N:4]1[CH2:5][CH2:6][CH2:7][N:1]([C:8]([O:10][C:11]([CH3:14])([CH3:13])[CH3:12])=[O:9])[CH2:2][CH2:3]1)(=[O:36])=[O:35]. (3) The product is: [Cl:18][C:7]1[CH:2]=[CH:3][C:4]([O:13][CH2:14][C@@H:15]2[CH2:17][O:16]2)=[C:5]([CH2:8][C:9]([O:11][CH3:12])=[O:10])[CH:6]=1. Given the reactants F[C:2]1[CH:7]=[CH:6][C:5]([CH2:8][C:9]([O:11][CH3:12])=[O:10])=[C:4]([O:13][CH2:14][C@@H:15]2[CH2:17][O:16]2)[CH:3]=1.[Cl:18]C1C=CC(O)=C(CC(OC)=O)C=1.[N+](C1C=C(S(OC[C@@H]2CO2)(=O)=O)C=CC=1)([O-])=O, predict the reaction product. (4) Given the reactants [NH2:1][C:2]1[CH:7]=[CH:6][C:5]([Cl:8])=[CH:4][C:3]=1[C:9]([C:11]1[CH:16]=[CH:15][N:14]=[C:13]([CH3:17])[CH:12]=1)=O.[CH2:18]([CH:20]([CH2:26][CH3:27])[C:21](=O)[CH2:22][C:23]#[N:24])[CH3:19], predict the reaction product. The product is: [Cl:8][C:5]1[CH:4]=[C:3]2[C:2](=[CH:7][CH:6]=1)[N:1]=[C:21]([CH:20]([CH2:26][CH3:27])[CH2:18][CH3:19])[C:22]([C:23]#[N:24])=[C:9]2[C:11]1[CH:16]=[CH:15][N:14]=[C:13]([CH3:17])[CH:12]=1. (5) Given the reactants [CH2:1]([O:3][C:4](=[O:11])[C:5]([CH3:10])([CH3:9])[C:6]([OH:8])=O)[CH3:2].[NH2:12][CH2:13][CH2:14][N:15]1[CH2:20][CH2:19][O:18][CH2:17][CH2:16]1.CN1CCOCC1.CN(C(ON1N=NC2C=CC=CC1=2)=[N+](C)C)C.[B-](F)(F)(F)F, predict the reaction product. The product is: [CH2:1]([O:3][C:4](=[O:11])[C:5]([CH3:10])([CH3:9])[C:6]([NH:12][CH2:13][CH2:14][N:15]1[CH2:20][CH2:19][O:18][CH2:17][CH2:16]1)=[O:8])[CH3:2]. (6) Given the reactants [NH:1]1[CH2:6][CH2:5][CH:4]([NH:7]C(=O)OC(C)(C)C)[CH2:3][CH2:2]1.[O:15]1[CH2:20][CH2:19][C:18](=O)[CH2:17][CH2:16]1.C(O[BH-](OC(=O)C)OC(=O)C)(=O)C.[Na+].C(=O)([O-])[O-].[K+].[K+].C(Cl)[Cl:43], predict the reaction product. The product is: [ClH:43].[ClH:43].[O:15]1[CH2:20][CH2:19][CH:18]([N:1]2[CH2:2][CH2:3][CH:4]([NH2:7])[CH2:5][CH2:6]2)[CH2:17][CH2:16]1. (7) Given the reactants [CH:1]1([C:4]2[CH:5]=[CH:6][C:7]([C:15]([OH:17])=O)=[N:8][C:9]=2[O:10][CH2:11][CH:12]2[CH2:14][CH2:13]2)[CH2:3][CH2:2]1.Cl.[CH3:19][O:20][C:21](=[O:28])[C@@H:22]([NH2:27])[CH2:23][CH:24]1[CH2:26][CH2:25]1, predict the reaction product. The product is: [CH3:19][O:20][C:21](=[O:28])[C@@H:22]([NH:27][C:15]([C:7]1[CH:6]=[CH:5][C:4]([CH:1]2[CH2:2][CH2:3]2)=[C:9]([O:10][CH2:11][CH:12]2[CH2:13][CH2:14]2)[N:8]=1)=[O:17])[CH2:23][CH:24]1[CH2:26][CH2:25]1.